This data is from Reaction yield outcomes from USPTO patents with 853,638 reactions. The task is: Predict the reaction yield, written as a fraction of the theoretical maximum amount of product (1.0 means a 100% yield; for example, 0.34 means a 34% yield). The reactants are Br[CH2:2][C:3]1[C:7]2[CH:8]=[C:9]([F:12])[CH:10]=[CH:11][C:6]=2[O:5][C:4]=1[C:13]([O:15][CH3:16])=[O:14].[CH3:17][O-:18].[Na+].Cl. The catalyst is CO. The product is [F:12][C:9]1[CH:10]=[CH:11][C:6]2[O:5][C:4]([C:13]([O:15][CH3:16])=[O:14])=[C:3]([CH2:2][O:18][CH3:17])[C:7]=2[CH:8]=1. The yield is 0.630.